This data is from Reaction yield outcomes from USPTO patents with 853,638 reactions. The task is: Predict the reaction yield, written as a fraction of the theoretical maximum amount of product (1.0 means a 100% yield; for example, 0.34 means a 34% yield). The reactants are Cl.[CH3:2][C@@:3]([S:31]([CH3:34])(=[O:33])=[O:32])([CH2:14][CH2:15][N:16]1[CH:21]=[CH:20][C:19](/[CH:22]=[CH:23]/[C:24]2[CH:29]=[CH:28][CH:27]=[CH:26][CH:25]=2)=[CH:18][C:17]1=[O:30])[C:4]([NH:6][O:7]C1CCCCO1)=[O:5]. The catalyst is ClCCl.CO. The product is [OH:7][NH:6][C:4](=[O:5])[C@:3]([CH3:2])([S:31]([CH3:34])(=[O:33])=[O:32])[CH2:14][CH2:15][N:16]1[CH:21]=[CH:20][C:19](/[CH:22]=[CH:23]/[C:24]2[CH:25]=[CH:26][CH:27]=[CH:28][CH:29]=2)=[CH:18][C:17]1=[O:30]. The yield is 0.760.